This data is from Peptide-MHC class I binding affinity with 185,985 pairs from IEDB/IMGT. The task is: Regression. Given a peptide amino acid sequence and an MHC pseudo amino acid sequence, predict their binding affinity value. This is MHC class I binding data. (1) The peptide sequence is IRQIINTWHK. The MHC is Mamu-B08 with pseudo-sequence Mamu-B08. The binding affinity (normalized) is 0.500. (2) The peptide sequence is HFANYNFTL. The MHC is HLA-A02:06 with pseudo-sequence HLA-A02:06. The binding affinity (normalized) is 0.191. (3) The peptide sequence is YLLNVSYLC. The MHC is HLA-A02:03 with pseudo-sequence HLA-A02:03. The binding affinity (normalized) is 0. (4) The peptide sequence is LYDANYFVCW. The MHC is HLA-A24:02 with pseudo-sequence HLA-A24:02. The binding affinity (normalized) is 0.629.